Task: Predict which catalyst facilitates the given reaction.. Dataset: Catalyst prediction with 721,799 reactions and 888 catalyst types from USPTO (1) The catalyst class is: 224. Reactant: [C:1]1([S:7]([N:10]2[CH2:15][CH2:14][C:13](=O)[CH2:12][CH2:11]2)(=[O:9])=[O:8])[CH:6]=[CH:5][CH:4]=[CH:3][CH:2]=1.CC(O)=O.[NH:21]1[CH2:26][CH2:25][CH:24]([CH2:27][CH2:28][OH:29])[CH2:23][CH2:22]1.[BH3-]C#N.[Na+]. Product: [C:1]1([S:7]([N:10]2[CH2:15][CH2:14][CH:13]([N:21]3[CH2:26][CH2:25][CH:24]([CH2:27][CH2:28][OH:29])[CH2:23][CH2:22]3)[CH2:12][CH2:11]2)(=[O:9])=[O:8])[CH:6]=[CH:5][CH:4]=[CH:3][CH:2]=1. (2) Reactant: [CH:1]1([N:5]2[CH2:10][CH2:9][N:8]([C:11]([C:13]3[CH:14]=[C:15]4[C:19](=[CH:20][CH:21]=3)[NH:18][C:17]([C:22]([N:24]3[CH2:29][CH2:28][C:27]([F:31])([F:30])[CH2:26][CH2:25]3)=[O:23])=[CH:16]4)=[O:12])[CH2:7][CH2:6]2)[CH2:4][CH2:3][CH2:2]1.[Cl:32][C:33]1[CH:38]=[CH:37][C:36](B(O)O)=[CH:35][N:34]=1.N1C=CC=CC=1. Product: [Cl:32][C:33]1[N:34]=[CH:35][C:36]([N:18]2[C:19]3[C:15](=[CH:14][C:13]([C:11]([N:8]4[CH2:7][CH2:6][N:5]([CH:1]5[CH2:2][CH2:3][CH2:4]5)[CH2:10][CH2:9]4)=[O:12])=[CH:21][CH:20]=3)[CH:16]=[C:17]2[C:22]([N:24]2[CH2:25][CH2:26][C:27]([F:30])([F:31])[CH2:28][CH2:29]2)=[O:23])=[CH:37][CH:38]=1. The catalyst class is: 221. (3) Reactant: [C:1]([N:4]1[C:13]2[C:8](=[CH:9][C:10]([NH:14]C(OC(C)(C)C)=O)=[CH:11][CH:12]=2)[C:7]([CH3:22])=[CH:6][C:5]1([CH3:24])[CH3:23])(=[O:3])[CH3:2].[Al+3].[Cl-:26].[Cl-].[Cl-]. Product: [C:1]([N:4]1[C:13]2[C:8](=[CH:9][C:10]([NH2:14])=[CH:11][CH:12]=2)[C:7]([C:8]2[CH:13]=[CH:12][C:11]([Cl:26])=[CH:10][CH:9]=2)([CH3:22])[CH2:6][C:5]1([CH3:23])[CH3:24])(=[O:3])[CH3:2]. The catalyst class is: 159. (4) Reactant: Cl[C:2]1[N:3]=[N:4][C:5]([NH:8][NH2:9])=[CH:6][CH:7]=1.[CH3:10][O:11][C:12](=[O:25])[C:13](=O)[CH2:14][C:15]([C:17]1[CH:22]=[CH:21][C:20]([CH3:23])=[CH:19][N:18]=1)=O.Cl.[C:27](=[O:30])([O-])O.[Na+].[CH2:32](O)C. Product: [CH2:10]([O:11][C:12]([C:13]1[CH:14]=[C:15]([C:17]2[CH:22]=[CH:21][C:20]([CH3:23])=[CH:19][N:18]=2)[N:8]([C:5]2[N:4]=[N:3][C:2]([O:30][CH3:27])=[CH:7][CH:6]=2)[N:9]=1)=[O:25])[CH3:32]. The catalyst class is: 13. (5) Reactant: C(OC(=O)[NH:7][CH:8]([C:10](=[O:26])[NH:11][C:12]1[CH:17]=[CH:16][CH:15]=[CH:14][C:13]=1[C:18](=O)[C:19]1[CH:24]=[CH:23][CH:22]=[CH:21][CH:20]=1)[CH3:9])(C)(C)C.Cl. Product: [CH3:9][CH:8]1[C:10](=[O:26])[NH:11][C:12]2[CH:17]=[CH:16][CH:15]=[CH:14][C:13]=2[C:18]([C:19]2[CH:24]=[CH:23][CH:22]=[CH:21][CH:20]=2)=[N:7]1. The catalyst class is: 22. (6) Reactant: [Cl:1][C:2]1[C:10]2[C:9]3[CH2:11][N:12]([CH2:22][C:23]([F:26])([F:25])[F:24])[C:13](=[O:21])[C@H:14]([CH2:16][C:17]([O:19]C)=[O:18])[CH2:15][C:8]=3[CH:7]=[C:6]([Cl:27])[C:5]=2[NH:4][N:3]=1.O.O.[OH-].[Li+]. Product: [Cl:1][C:2]1[C:10]2[C:9]3[CH2:11][N:12]([CH2:22][C:23]([F:24])([F:25])[F:26])[C:13](=[O:21])[C@H:14]([CH2:16][C:17]([OH:19])=[O:18])[CH2:15][C:8]=3[CH:7]=[C:6]([Cl:27])[C:5]=2[NH:4][N:3]=1. The catalyst class is: 83. (7) Reactant: [Cl:1][C:2]1[CH:10]=[C:9]([C:11](=O)[CH3:12])[C:8]([C:14]2[CH:19]=[C:18]([F:20])[CH:17]=[C:16]([F:21])[CH:15]=2)=[C:7]2[C:3]=1[CH:4]=[N:5][N:6]2[CH3:22].C([O-])(=O)C.[NH4+].C([BH3-])#[N:29].[Na+]. Product: [Cl:1][C:2]1[CH:10]=[C:9]([CH:11]([NH2:29])[CH3:12])[C:8]([C:14]2[CH:19]=[C:18]([F:20])[CH:17]=[C:16]([F:21])[CH:15]=2)=[C:7]2[C:3]=1[CH:4]=[N:5][N:6]2[CH3:22]. The catalyst class is: 449. (8) Reactant: [CH3:1][O:2][C:3]1[CH:4]=[C:5]([CH:7]=[C:8]([O:10][CH3:11])[CH:9]=1)[NH2:6].[C:12]([O-])(=O)C.[Na+]. Product: [CH3:11][O:10][C:8]1[CH:7]=[C:5]([NH:6][CH3:12])[CH:4]=[C:3]([O:2][CH3:1])[CH:9]=1. The catalyst class is: 1. (9) Reactant: [F:1][C:2]([F:25])([F:24])[C:3]1[CH:12]=[C:11]2[C:6]([C:7]([N:13]3[CH2:18][CH2:17][N:16]([CH2:19][CH2:20][CH2:21][CH2:22][NH2:23])[CH2:15][CH2:14]3)=[CH:8][CH:9]=[N:10]2)=[CH:5][CH:4]=1.C1N=CN([C:31](N2C=NC=C2)=[O:32])C=1.[C:38]1([N:44]2[CH2:49][CH2:48][NH:47][CH2:46][CH2:45]2)[CH:43]=[CH:42][CH:41]=[CH:40][CH:39]=1. Product: [C:38]1([N:44]2[CH2:49][CH2:48][N:47]([C:31]([NH:23][CH2:22][CH2:21][CH2:20][CH2:19][N:16]3[CH2:15][CH2:14][N:13]([C:7]4[C:6]5[C:11](=[CH:12][C:3]([C:2]([F:24])([F:1])[F:25])=[CH:4][CH:5]=5)[N:10]=[CH:9][CH:8]=4)[CH2:18][CH2:17]3)=[O:32])[CH2:46][CH2:45]2)[CH:43]=[CH:42][CH:41]=[CH:40][CH:39]=1. The catalyst class is: 147. (10) Reactant: [NH:1]1[CH:5]=[CH:4][N:3]=[N:2]1.C(=O)([O-])[O-].[Cs+].[Cs+].CNC1CCCCC1NC.[CH2:22]([O:29][C:30]([N:32]1[CH2:41][CH2:40][C:39]2[C:34](=[CH:35][CH:36]=[CH:37][CH:38]=2)[CH:33]1[C:42]1[CH:47]=[C:46](Br)[CH:45]=[CH:44][C:43]=1[O:49][CH2:50][C:51]([O:53]CC)=[O:52])=[O:31])[C:23]1[CH:28]=[CH:27][CH:26]=[CH:25][CH:24]=1. Product: [CH2:22]([O:29][C:30]([N:32]1[CH2:41][CH2:40][C:39]2[C:34](=[CH:35][CH:36]=[CH:37][CH:38]=2)[CH:33]1[C:42]1[CH:47]=[C:46]([N:1]2[CH:5]=[CH:4][N:3]=[N:2]2)[CH:45]=[CH:44][C:43]=1[O:49][CH2:50][C:51]([OH:53])=[O:52])=[O:31])[C:23]1[CH:28]=[CH:27][CH:26]=[CH:25][CH:24]=1.[CH2:22]([O:29][C:30]([N:32]1[CH2:41][CH2:40][C:39]2[C:34](=[CH:35][CH:36]=[CH:37][CH:38]=2)[CH:33]1[C:42]1[CH:47]=[C:46]([N:2]2[N:3]=[CH:4][CH:5]=[N:1]2)[CH:45]=[CH:44][C:43]=1[O:49][CH2:50][C:51]([OH:53])=[O:52])=[O:31])[C:23]1[CH:28]=[CH:27][CH:26]=[CH:25][CH:24]=1. The catalyst class is: 122.